Dataset: Full USPTO retrosynthesis dataset with 1.9M reactions from patents (1976-2016). Task: Predict the reactants needed to synthesize the given product. (1) Given the product [O:1]=[C:2]1[C:6]2([CH2:11][CH2:10][N:9]([CH2:39][CH2:40][CH2:41][N:42]3[C:46]4[CH:47]=[CH:48][CH:49]=[CH:50][C:45]=4[NH:44][C:43]3=[O:51])[CH2:8][CH2:7]2)[N:5]([C:12]2[CH:13]=[CH:14][CH:15]=[CH:16][CH:17]=2)[CH2:4][N:3]1[CH2:18][C:19]1[CH:20]=[C:21]([CH:29]=[CH:30][CH:31]=1)[C:22]([O:24][C:25]([CH3:28])([CH3:26])[CH3:27])=[O:23], predict the reactants needed to synthesize it. The reactants are: [O:1]=[C:2]1[C:6]2([CH2:11][CH2:10][NH:9][CH2:8][CH2:7]2)[N:5]([C:12]2[CH:17]=[CH:16][CH:15]=[CH:14][CH:13]=2)[CH2:4][N:3]1[CH2:18][C:19]1[CH:20]=[C:21]([CH:29]=[CH:30][CH:31]=1)[C:22]([O:24][C:25]([CH3:28])([CH3:27])[CH3:26])=[O:23].C(=O)([O-])[O-].[K+].[K+].I[CH2:39][CH2:40][CH2:41][N:42]1[C:46]2[CH:47]=[CH:48][CH:49]=[CH:50][C:45]=2[NH:44][C:43]1=[O:51]. (2) Given the product [OH:1][C:2]12[CH2:3][CH2:4][C:5]([CH2:10][CH2:11][C:12]([O:14][C:16]([CH3:18])([CH3:17])[CH3:15])=[O:13])([CH2:8][CH2:9]1)[CH2:6][CH2:7]2, predict the reactants needed to synthesize it. The reactants are: [OH:1][C:2]12[CH2:9][CH2:8][C:5]([CH2:10][CH2:11][C:12]([OH:14])=[O:13])([CH2:6][CH2:7]1)[CH2:4][CH2:3]2.[CH3:15][C:16](OC(O[C:16]([CH3:18])([CH3:17])[CH3:15])N(C)C)([CH3:18])[CH3:17]. (3) Given the product [OH:39][C:30]1[CH:29]=[CH:28][C:27]([CH2:25][N:22]2[CH2:23][CH2:24][CH:19]([N:8]3[C@H:7]([C:1]4[CH:2]=[CH:3][CH:4]=[CH:5][CH:6]=4)[CH2:11][N:10]([CH:12]4[CH2:13][CH2:14][O:15][CH2:16][CH2:17]4)[C:9]3=[O:18])[CH2:20][CH2:21]2)=[CH:38][C:31]=1[C:32]([NH:34][CH:35]([CH3:37])[CH3:36])=[O:33], predict the reactants needed to synthesize it. The reactants are: [C:1]1([C@@H:7]2[CH2:11][N:10]([CH:12]3[CH2:17][CH2:16][O:15][CH2:14][CH2:13]3)[C:9](=[O:18])[N:8]2[CH:19]2[CH2:24][CH2:23][NH:22][CH2:21][CH2:20]2)[CH:6]=[CH:5][CH:4]=[CH:3][CH:2]=1.[CH:25]([C:27]1[CH:28]=[CH:29][C:30]([OH:39])=[C:31]([CH:38]=1)[C:32]([NH:34][CH:35]([CH3:37])[CH3:36])=[O:33])=O.[BH-](OC(C)=O)(OC(C)=O)OC(C)=O.[Na+]. (4) Given the product [Cl:1][C:2]1[C:19]([F:20])=[CH:18][CH:17]=[C:16]([F:21])[C:3]=1[CH2:4][N:5]1[CH2:10][CH2:9][NH:8][C:7]2[N:11]=[CH:12][C:13]([C:30]3[CH:31]=[CH:32][C:33]([NH2:36])=[N:34][CH:35]=3)=[CH:14][C:6]1=2, predict the reactants needed to synthesize it. The reactants are: [Cl:1][C:2]1[C:19]([F:20])=[CH:18][CH:17]=[C:16]([F:21])[C:3]=1[CH2:4][N:5]1[CH2:10][CH2:9][NH:8][C:7]2[N:11]=[CH:12][C:13](I)=[CH:14][C:6]1=2.CC1(C)C(C)(C)OB([C:30]2[CH:31]=[CH:32][C:33]([NH2:36])=[N:34][CH:35]=2)O1.